This data is from Peptide-MHC class I binding affinity with 185,985 pairs from IEDB/IMGT. The task is: Regression. Given a peptide amino acid sequence and an MHC pseudo amino acid sequence, predict their binding affinity value. This is MHC class I binding data. (1) The peptide sequence is KMIYDLNAV. The MHC is HLA-A02:02 with pseudo-sequence HLA-A02:02. The binding affinity (normalized) is 1.00. (2) The peptide sequence is KLFSYGTLI. The MHC is HLA-A02:01 with pseudo-sequence HLA-A02:01. The binding affinity (normalized) is 0.407. (3) The peptide sequence is KSEFNTYKR. The MHC is HLA-A31:01 with pseudo-sequence HLA-A31:01. The binding affinity (normalized) is 0.334. (4) The peptide sequence is WMACHSAAF. The MHC is HLA-A02:11 with pseudo-sequence HLA-A02:11. The binding affinity (normalized) is 0.622.